Dataset: Catalyst prediction with 721,799 reactions and 888 catalyst types from USPTO. Task: Predict which catalyst facilitates the given reaction. (1) Reactant: [CH3:1][CH2:2][N:3]([CH2:6][CH2:7][NH:8][C:9]([C:11]1[C:12]([CH3:29])=[C:13](/[CH:17]=[C:18]2/[C:19]3[CH:20]=[C:21]([F:28])[CH:22]=[CH:23][C:24]=3[NH:25][C:26]/2=[O:27])[NH:14][C:15]=1[CH3:16])=[O:10])[CH2:4][CH3:5].[C:30]([OH:42])(=[O:41])[CH2:31][C:32]([CH2:37][C:38]([OH:40])=[O:39])([C:34]([OH:36])=[O:35])[OH:33]. Product: [CH3:1][CH2:2][N:3]([CH2:6][CH2:7][NH:8][C:9]([C:11]1[C:12]([CH3:29])=[C:13](/[CH:17]=[C:18]2/[C:19]3[CH:20]=[C:21]([F:28])[CH:22]=[CH:23][C:24]=3[NH:25][C:26]/2=[O:27])[NH:14][C:15]=1[CH3:16])=[O:10])[CH2:4][CH3:5].[C:30]([O-:42])(=[O:41])[CH2:31][C:32]([CH2:37][C:38]([O-:40])=[O:39])([C:34]([O-:36])=[O:35])[OH:33].[F:28][C:21]1[CH:20]=[C:19]2[C:24](=[CH:23][CH:22]=1)[NH:25][C:26](=[O:27])[CH2:18]2. The catalyst class is: 8. (2) Reactant: [C:1]([C:3]1[CH:4]=[C:5]([C:13]2[O:17][N:16]=[C:15]([C:18]3[CH:26]=[CH:25][C:24]4[N:23]5[CH2:27][CH2:28][CH:29]([CH2:30][C:31]([O:33]C(C)(C)C)=[O:32])[C:22]5=[CH:21][C:20]=4[CH:19]=3)[N:14]=2)[CH:6]=[CH:7][C:8]=1[O:9][CH:10]([CH3:12])[CH3:11])#[N:2].C([SiH](C(C)C)C(C)C)(C)C.C(O)(C(F)(F)F)=O. Product: [C:1]([C:3]1[CH:4]=[C:5]([C:13]2[O:17][N:16]=[C:15]([C:18]3[CH:26]=[CH:25][C:24]4[N:23]5[CH2:27][CH2:28][CH:29]([CH2:30][C:31]([OH:33])=[O:32])[C:22]5=[CH:21][C:20]=4[CH:19]=3)[N:14]=2)[CH:6]=[CH:7][C:8]=1[O:9][CH:10]([CH3:12])[CH3:11])#[N:2]. The catalyst class is: 2. (3) Reactant: C([O:3][C:4](=[O:37])[C:5]([O:8][C:9]1[CH:14]=[CH:13][C:12]([CH2:15][CH2:16][CH2:17][C:18]2[N:19]([CH2:34][CH2:35][CH3:36])[C:20](=[O:33])[N:21]([CH2:24][C:25]3[CH:30]=[CH:29][C:28]([CH3:31])=[C:27]([CH3:32])[CH:26]=3)[C:22]=2[CH3:23])=[CH:11][CH:10]=1)([CH3:7])[CH3:6])C.[OH-].[Na+].Cl. Product: [CH3:32][C:27]1[CH:26]=[C:25]([CH:30]=[CH:29][C:28]=1[CH3:31])[CH2:24][N:21]1[C:22]([CH3:23])=[C:18]([CH2:17][CH2:16][CH2:15][C:12]2[CH:13]=[CH:14][C:9]([O:8][C:5]([CH3:6])([CH3:7])[C:4]([OH:37])=[O:3])=[CH:10][CH:11]=2)[N:19]([CH2:34][CH2:35][CH3:36])[C:20]1=[O:33]. The catalyst class is: 14. (4) Reactant: Br[C:2]1[CH:7]=[CH:6][C:5](OCC)=[CH:4][CH:3]=1.[Li][CH2:12][CH2:13][CH2:14]C.CON(C)[C:19]([C:21]1[S:22][CH:23]=[CH:24][C:25]=1[CH3:26])=[O:20].Cl. Product: [CH3:26][C:25]1[CH:24]=[CH:23][S:22][C:21]=1[C:19]([C:2]1[CH:3]=[CH:4][C:5]([CH2:12][CH2:13][CH3:14])=[CH:6][CH:7]=1)=[O:20]. The catalyst class is: 1. (5) Reactant: [CH2:1]1[CH2:6][CH2:5][CH:4]([CH2:7][O:8][C:9]([CH:11]2[CH2:16][CH2:15][N:14]([C:17]([O:19][C:20]([CH3:23])([CH3:22])[CH3:21])=[O:18])[CH2:13][CH2:12]2)=[O:10])[CH2:3][CH2:2]1.C([N-]C(C)C)(C)C.[Li+].Br[CH2:33][C:34]1[CH:41]=[CH:40][C:37]([C:38]#[N:39])=[CH:36][CH:35]=1.C(OCC)(=O)C. Product: [CH2:1]1[CH2:2][CH2:3][CH:4]([CH2:7][O:8][C:9]([C:11]2([CH2:33][C:34]3[CH:41]=[CH:40][C:37]([C:38]#[N:39])=[CH:36][CH:35]=3)[CH2:16][CH2:15][N:14]([C:17]([O:19][C:20]([CH3:23])([CH3:22])[CH3:21])=[O:18])[CH2:13][CH2:12]2)=[O:10])[CH2:5][CH2:6]1. The catalyst class is: 1. (6) Product: [CH:1]1[C:11]2[CH2:10][C:9]3([CH2:15][CH2:14][CH:13]([N:16]4[CH2:17][CH:18]=[C:19]([C:22]([OH:24])=[O:23])[CH2:20][CH2:21]4)[CH2:12]3)[C:8]3[CH:26]=[CH:27][CH:28]=[CH:29][C:7]=3[CH2:6][C:5]=2[CH:4]=[CH:3][CH:2]=1. The catalyst class is: 5. Reactant: [CH:1]1[C:11]2[CH2:10][C:9]3([CH2:15][CH2:14][CH:13]([N:16]4[CH2:21][CH:20]=[C:19]([C:22]([O:24]C)=[O:23])[CH2:18][CH2:17]4)[CH2:12]3)[C:8]3[CH:26]=[CH:27][CH:28]=[CH:29][C:7]=3[CH2:6][C:5]=2[CH:4]=[CH:3][CH:2]=1.O.[OH-].[Li+]. (7) Reactant: [O:1]1[CH2:6][CH2:5][N:4]([C:7]2[N:12]=[C:11]([O:13][C:14]3[CH:48]=[CH:47][CH:46]=[CH:45][C:15]=3[CH2:16][NH:17][C:18]([NH:20][C:21]3[N:25]([C:26]4[CH:31]=[CH:30][C:29]([CH3:32])=[C:28]([O:33]CC5C=CC=CC=5)[CH:27]=4)[N:24]=[C:23]([C:41]([CH3:44])([CH3:43])[CH3:42])[CH:22]=3)=[O:19])[CH:10]=[CH:9][N:8]=2)[CH2:3][CH2:2]1. Product: [O:1]1[CH2:6][CH2:5][N:4]([C:7]2[N:12]=[C:11]([O:13][C:14]3[CH:48]=[CH:47][CH:46]=[CH:45][C:15]=3[CH2:16][NH:17][C:18]([NH:20][C:21]3[N:25]([C:26]4[CH:31]=[CH:30][C:29]([CH3:32])=[C:28]([OH:33])[CH:27]=4)[N:24]=[C:23]([C:41]([CH3:43])([CH3:44])[CH3:42])[CH:22]=3)=[O:19])[CH:10]=[CH:9][N:8]=2)[CH2:3][CH2:2]1. The catalyst class is: 352. (8) Reactant: C([O:4][CH2:5][C:6]([N:8]([C:38]1[CH:43]=[CH:42][C:41]([Cl:44])=[CH:40][CH:39]=1)[C@H:9]1[C:18]2[C:13](=[CH:14][CH:15]=[CH:16][CH:17]=2)[N:12]([C:19]([C:21]2[CH:26]=[CH:25][C:24]([CH2:27][CH2:28][CH2:29][C:30]([CH3:36])([CH3:35])[C:31]([O:33]C)=[O:32])=[CH:23][CH:22]=2)=[O:20])[C@@H:11]([CH3:37])[CH2:10]1)=[O:7])(=O)C.[OH-].[Na+]. Product: [Cl:44][C:41]1[CH:40]=[CH:39][C:38]([N:8]([C:6](=[O:7])[CH2:5][OH:4])[C@H:9]2[C:18]3[C:13](=[CH:14][CH:15]=[CH:16][CH:17]=3)[N:12]([C:19]([C:21]3[CH:26]=[CH:25][C:24]([CH2:27][CH2:28][CH2:29][C:30]([CH3:36])([CH3:35])[C:31]([OH:33])=[O:32])=[CH:23][CH:22]=3)=[O:20])[C@@H:11]([CH3:37])[CH2:10]2)=[CH:43][CH:42]=1. The catalyst class is: 364. (9) Reactant: [F:1][C:2]1[CH:7]=[C:6]([B:8]2[O:12][C:11]([CH3:14])([CH3:13])[C:10]([CH3:16])([CH3:15])[O:9]2)[CH:5]=[C:4]([F:17])[C:3]=1[OH:18].Br[CH2:20][CH2:21][CH2:22][CH2:23][C:24]([O:26][CH2:27][CH3:28])=[O:25].C([O-])([O-])=O.[Cs+].[Cs+]. Product: [F:17][C:4]1[CH:5]=[C:6]([B:8]2[O:12][C:11]([CH3:13])([CH3:14])[C:10]([CH3:16])([CH3:15])[O:9]2)[CH:7]=[C:2]([F:1])[C:3]=1[O:18][CH2:20][CH2:21][CH2:22][CH2:23][C:24]([O:26][CH2:27][CH3:28])=[O:25]. The catalyst class is: 23. (10) Product: [CH:6]1[C:1]([OH:7])=[CH:2][CH:3]=[C:4]([OH:11])[CH:5]=1.[C:4]1(=[O:11])[CH:5]=[CH:6][C:1](=[O:7])[CH:2]=[CH:3]1.[C:1]1([C:6](=[CH:5][CH:4]=[CH:3][CH:2]=1)[OH:11])[OH:7]. Reactant: [C:1]1([OH:7])[CH:6]=[CH:5][CH:4]=[CH:3][CH:2]=1.Cl.[H][H].[O:11]=O. The catalyst class is: 5.